Dataset: Peptide-MHC class I binding affinity with 185,985 pairs from IEDB/IMGT. Task: Regression. Given a peptide amino acid sequence and an MHC pseudo amino acid sequence, predict their binding affinity value. This is MHC class I binding data. (1) The peptide sequence is AQRPAKYSY. The MHC is HLA-A31:01 with pseudo-sequence HLA-A31:01. The binding affinity (normalized) is 0.405. (2) The peptide sequence is MTPAERLINM. The MHC is Mamu-A01 with pseudo-sequence Mamu-A01. The binding affinity (normalized) is 0.